Dataset: NCI-60 drug combinations with 297,098 pairs across 59 cell lines. Task: Regression. Given two drug SMILES strings and cell line genomic features, predict the synergy score measuring deviation from expected non-interaction effect. (1) Drug 1: CCC1=CC2CC(C3=C(CN(C2)C1)C4=CC=CC=C4N3)(C5=C(C=C6C(=C5)C78CCN9C7C(C=CC9)(C(C(C8N6C)(C(=O)OC)O)OC(=O)C)CC)OC)C(=O)OC.C(C(C(=O)O)O)(C(=O)O)O. Drug 2: CC=C1C(=O)NC(C(=O)OC2CC(=O)NC(C(=O)NC(CSSCCC=C2)C(=O)N1)C(C)C)C(C)C. Cell line: NCI/ADR-RES. Synergy scores: CSS=-2.31, Synergy_ZIP=-1.15, Synergy_Bliss=-2.49, Synergy_Loewe=-1.50, Synergy_HSA=-1.70. (2) Drug 1: C1CN1P(=S)(N2CC2)N3CC3. Drug 2: CC1=C(C(=O)C2=C(C1=O)N3CC4C(C3(C2COC(=O)N)OC)N4)N. Cell line: T-47D. Synergy scores: CSS=26.0, Synergy_ZIP=-6.51, Synergy_Bliss=-1.22, Synergy_Loewe=1.18, Synergy_HSA=2.34.